From a dataset of Forward reaction prediction with 1.9M reactions from USPTO patents (1976-2016). Predict the product of the given reaction. Given the reactants [H-].[Na+].[C:3]([CH2:5]P(=O)(OCC)OCC)#[N:4].O=[C:15]1[CH2:18][N:17]([C:19]([O:21][C:22]([CH3:25])([CH3:24])[CH3:23])=[O:20])[CH2:16]1.C(OCC)(=O)C, predict the reaction product. The product is: [C:3]([CH:5]=[C:15]1[CH2:18][N:17]([C:19]([O:21][C:22]([CH3:25])([CH3:24])[CH3:23])=[O:20])[CH2:16]1)#[N:4].